From a dataset of Forward reaction prediction with 1.9M reactions from USPTO patents (1976-2016). Predict the product of the given reaction. (1) Given the reactants [Br:1][C:2]1[C:10]2[N:9]=[N:8][N:7]([CH2:11][CH:12]([CH3:14])[CH3:13])[C:6]=2[CH:5]=[CH:4][C:3]=1[C:15]1[CH:20]=[CH:19][C:18]([CH2:21]Cl)=[CH:17][CH:16]=1.[CH3:23][N:24]1[C:28](=[O:29])[CH2:27][NH:26][C:25]1=[O:30].C(=O)([O-])[O-].[K+].[K+], predict the reaction product. The product is: [Br:1][C:2]1[C:10]2[N:9]=[N:8][N:7]([CH2:11][CH:12]([CH3:14])[CH3:13])[C:6]=2[CH:5]=[CH:4][C:3]=1[C:15]1[CH:20]=[CH:19][C:18]([CH2:21][N:26]2[CH2:27][C:28](=[O:29])[N:24]([CH3:23])[C:25]2=[O:30])=[CH:17][CH:16]=1. (2) The product is: [CH3:28][O:27][C:26]1[C:3](=[O:2])[C:4]([CH3:33])=[C:5]([CH2:6][C:7]2[CH:8]=[CH:9][C:10]([O:16][CH2:17][C:18]3[CH:23]=[CH:22][N:21]=[CH:20][CH:19]=3)=[C:11]([CH:15]=2)[C:12]([OH:14])=[O:13])[C:24](=[O:31])[C:25]=1[O:29][CH3:30]. Given the reactants C[O:2][C:3]1[C:4]([CH3:33])=[C:5]([C:24]([O:31]C)=[C:25]([O:29][CH3:30])[C:26]=1[O:27][CH3:28])[CH2:6][C:7]1[CH:8]=[CH:9][C:10]([O:16][CH2:17][C:18]2[CH:23]=[CH:22][N:21]=[CH:20][CH:19]=2)=[C:11]([CH:15]=1)[C:12]([OH:14])=[O:13].O=[N+]([O-])[O-].[O-][N+](=O)[O-].[O-][N+](=O)[O-].[O-][N+](=O)[O-].[O-][N+](=O)[O-].[O-][N+](=O)[O-].[Ce+4].[NH4+].[NH4+], predict the reaction product. (3) Given the reactants [Cl:1][C:2]1[C:6]([N:7](C)[C:8](=O)OC(C)(C)C)=[CH:5][N:4]([C:16]2[CH:17]=[N:18][CH:19]=[CH:20][CH:21]=2)[N:3]=1.[ClH:22], predict the reaction product. The product is: [ClH:1].[ClH:22].[Cl:1][C:2]1[C:6]([NH:7][CH3:8])=[CH:5][N:4]([C:16]2[CH:17]=[N:18][CH:19]=[CH:20][CH:21]=2)[N:3]=1. (4) Given the reactants [C:1]([C:4]1[CH:17]=[CH:16][C:15]2[S:14][C:13]3[C:8](=[CH:9][CH:10]=[CH:11][CH:12]=3)[NH:7][C:6]=2[CH:5]=1)(=[O:3])[CH3:2].[C:18](Cl)(=[O:20])[CH3:19], predict the reaction product. The product is: [C:18]([N:7]1[C:6]2[CH:5]=[C:4]([C:1](=[O:3])[CH3:2])[CH:17]=[CH:16][C:15]=2[S:14][C:13]2[C:8]1=[CH:9][CH:10]=[CH:11][CH:12]=2)(=[O:20])[CH3:19]. (5) Given the reactants [C:1]([C:3]1[CH:4]=[C:5]2[N:11]=[C:10]([CH:12]([OH:32])[C:13]3[C:21]([CH2:22][CH3:23])=[CH:20][C:19]([CH3:24])=[C:18]4[C:14]=3[CH:15]=[CH:16][N:17]4[C:25]([O:27][C:28]([CH3:31])([CH3:30])[CH3:29])=[O:26])[N:9]([CH2:33][O:34][CH2:35][CH2:36][Si:37]([CH3:40])([CH3:39])[CH3:38])[C:6]2=[N:7][CH:8]=1)#[N:2], predict the reaction product. The product is: [C:1]([C:3]1[CH:4]=[C:5]2[N:11]=[C:10]([C:12]([C:13]3[C:21]([CH2:22][CH3:23])=[CH:20][C:19]([CH3:24])=[C:18]4[C:14]=3[CH:15]=[CH:16][N:17]4[C:25]([O:27][C:28]([CH3:29])([CH3:30])[CH3:31])=[O:26])=[O:32])[N:9]([CH2:33][O:34][CH2:35][CH2:36][Si:37]([CH3:40])([CH3:39])[CH3:38])[C:6]2=[N:7][CH:8]=1)#[N:2]. (6) Given the reactants [CH2:1]([O:3][C:4]([O:6][C:7]1[CH:8]=[C:9]([CH2:19][C@H:20]([NH:31]C(OC(C)(C)C)=O)[C:21]([O:23][C@H:24]([CH3:30])[CH2:25][O:26][C:27](=[O:29])[CH3:28])=[O:22])[CH:10]=[CH:11][C:12]=1[O:13][C:14]([O:16][CH2:17][CH3:18])=[O:15])=[O:5])[CH3:2].[ClH:39], predict the reaction product. The product is: [ClH:39].[NH2:31][C@@H:20]([CH2:19][C:9]1[CH:10]=[CH:11][C:12]([O:13][C:14]([O:16][CH2:17][CH3:18])=[O:15])=[C:7]([O:6][C:4]([O:3][CH2:1][CH3:2])=[O:5])[CH:8]=1)[C:21]([O:23][C@H:24]([CH3:30])[CH2:25][O:26][C:27](=[O:29])[CH3:28])=[O:22].